This data is from Catalyst prediction with 721,799 reactions and 888 catalyst types from USPTO. The task is: Predict which catalyst facilitates the given reaction. (1) Reactant: [CH:1]1([N:7]2[C:12](=[O:13])[C:11]([C:14]([NH:16][CH2:17][C:18]([O:20]CC)=[O:19])=[O:15])=[C:10]([OH:23])[C:9]([C:24]([O:26]C)=O)=[C:8]2[OH:28])[CH2:6][CH2:5][CH2:4][CH2:3][CH2:2]1.[CH:29]1([CH2:32][NH2:33])[CH2:31][CH2:30]1. Product: [CH:1]1([N:7]2[C:8]([OH:28])=[C:9]([C:24]([NH:33][CH2:32][CH:29]3[CH2:31][CH2:30]3)=[O:26])[C:10]([OH:23])=[C:11]([C:14]([NH:16][CH2:17][C:18]([OH:20])=[O:19])=[O:15])[C:12]2=[O:13])[CH2:6][CH2:5][CH2:4][CH2:3][CH2:2]1. The catalyst class is: 22. (2) Reactant: [H-].[Na+].C(COC)OC.[OH:9][C:10]1[CH:11]=[N:12][CH:13]=[CH:14][CH:15]=1.[CH3:16][Si:17]([CH3:24])([CH3:23])[CH2:18][CH2:19][O:20][CH2:21]Cl. Product: [CH3:16][Si:17]([CH3:24])([CH3:23])[CH2:18][CH2:19][O:20][CH2:21][O:9][C:10]1[CH:11]=[N:12][CH:13]=[CH:14][CH:15]=1. The catalyst class is: 805. (3) Reactant: Br[C:2]1[CH:11]=[CH:10][C:9]2[C:8](=O)[CH2:7][CH2:6][CH2:5][C:4]=2[C:3]=1[O:13][CH2:14][C:15]([O:17][CH2:18][CH3:19])=[O:16].[C:20](=[S:23])([S-:22])[NH2:21].[NH4+]. Product: [SH:23][C:20]1[S:22][C:7]2[CH2:6][CH2:5][C:4]3[C:9](=[CH:10][CH:11]=[CH:2][C:3]=3[O:13][CH2:14][C:15]([O:17][CH2:18][CH3:19])=[O:16])[C:8]=2[N:21]=1. The catalyst class is: 8. (4) Reactant: [CH3:1][O:2][C:3](=[O:36])[CH:4]([NH:13][CH:14]1[CH2:19][CH2:18][N:17]([CH2:20][C:21]2[CH:26]=[CH:25][CH:24]=[C:23]([O:27][C:28]3[CH:33]=[CH:32][CH:31]=[CH:30][C:29]=3[O:34][CH3:35])[CH:22]=2)[CH2:16][CH2:15]1)[CH2:5][C:6]1[CH:11]=[CH:10][C:9]([Cl:12])=[CH:8][CH:7]=1.[C:37](Cl)(=[O:39])[CH3:38].C(N(CC)CC)C.CCOC(C)=O. Product: [CH3:1][O:2][C:3](=[O:36])[CH:4]([N:13]([C:37](=[O:39])[CH3:38])[CH:14]1[CH2:19][CH2:18][N:17]([CH2:20][C:21]2[CH:26]=[CH:25][CH:24]=[C:23]([O:27][C:28]3[CH:33]=[CH:32][CH:31]=[CH:30][C:29]=3[O:34][CH3:35])[CH:22]=2)[CH2:16][CH2:15]1)[CH2:5][C:6]1[CH:11]=[CH:10][C:9]([Cl:12])=[CH:8][CH:7]=1. The catalyst class is: 4. (5) Reactant: ClCCl.[Cl:4][C:5]1[C:10]([NH2:11])=[C:9]([NH:12][CH2:13][CH:14]([CH3:16])[CH3:15])[CH:8]=[C:7]([CH3:17])[N:6]=1.[CH2:18]([O:20][CH2:21][C:22](Cl)=[O:23])[CH3:19]. Product: [Cl:4][C:5]1[C:10]([NH:11][C:22](=[O:23])[CH2:21][O:20][CH2:18][CH3:19])=[C:9]([NH:12][CH2:13][CH:14]([CH3:15])[CH3:16])[CH:8]=[C:7]([CH3:17])[N:6]=1. The catalyst class is: 66. (6) Reactant: [H-].[H-].[H-].[H-].[Li+].[Al+3].[CH2:7]([C:10]1[CH:18]=[CH:17][C:13]([C:14](O)=[O:15])=[CH:12][CH:11]=1)[CH2:8][CH3:9].O.[OH-].[K+]. Product: [CH2:7]([C:10]1[CH:18]=[CH:17][C:13]([CH2:14][OH:15])=[CH:12][CH:11]=1)[CH2:8][CH3:9]. The catalyst class is: 28. (7) Reactant: C([Li])CCC.CCCCCC.[C:12](#[N:14])[CH3:13].[Cl:15][C:16]1[CH:17]=[C:18]([C:23](=[O:27])[CH2:24][O:25][CH3:26])[CH:19]=[CH:20][C:21]=1[Cl:22]. Product: [Cl:15][C:16]1[CH:17]=[C:18]([C:23]([OH:27])([CH2:24][O:25][CH3:26])[CH2:13][C:12]#[N:14])[CH:19]=[CH:20][C:21]=1[Cl:22]. The catalyst class is: 1. (8) Reactant: C[Al](C)C.[NH2:5][C:6]1[CH:13]=[CH:12][C:9]([C:10]#[N:11])=[CH:8][N:7]=1.[Si:14]([O:21][CH2:22][CH2:23][CH2:24][C@H:25]([O:30][C:31]1[N:36]=[CH:35][N:34]=[C:33]2[N:37]([C:40]3[C:45]([Cl:46])=[CH:44][CH:43]=[CH:42][N:41]=3)[N:38]=[CH:39][C:32]=12)[C:26](OC)=[O:27])([C:17]([CH3:20])([CH3:19])[CH3:18])([CH3:16])[CH3:15]. Product: [Si:14]([O:21][CH2:22][CH2:23][CH2:24][C@H:25]([O:30][C:31]1[N:36]=[CH:35][N:34]=[C:33]2[N:37]([C:40]3[C:45]([Cl:46])=[CH:44][CH:43]=[CH:42][N:41]=3)[N:38]=[CH:39][C:32]=12)[C:26]([NH:5][C:6]1[CH:13]=[CH:12][C:9]([C:10]#[N:11])=[CH:8][N:7]=1)=[O:27])([C:17]([CH3:19])([CH3:20])[CH3:18])([CH3:15])[CH3:16]. The catalyst class is: 11.